The task is: Predict the product of the given reaction.. This data is from Forward reaction prediction with 1.9M reactions from USPTO patents (1976-2016). (1) The product is: [O:20]1[C:25]2[CH:26]=[CH:27][CH:28]=[CH:29][C:24]=2[N:23]([C:2]([NH:30][CH:31]2[CH:38]3[CH2:39][C:34]4([C:41]([O:43][CH3:44])=[O:42])[CH2:35][CH:36]([CH2:40][CH:32]2[CH2:33]4)[CH2:37]3)=[O:4])[CH2:22][CH2:21]1. Given the reactants Cl[C:2](Cl)([O:4]C(=O)OC(Cl)(Cl)Cl)Cl.C(N(CC)CC)C.[O:20]1[C:25]2[CH:26]=[CH:27][CH:28]=[CH:29][C:24]=2[NH:23][CH2:22][CH2:21]1.[NH2:30][CH:31]1[CH:38]2[CH2:39][C:34]3([C:41]([O:43][CH3:44])=[O:42])[CH2:35][CH:36]([CH2:40][CH:32]1[CH2:33]3)[CH2:37]2, predict the reaction product. (2) Given the reactants [NH2:1][C:2]1[C:15]2[C:14]3[C:9](=[CH:10][CH:11]=[CH:12][CH:13]=3)[C:8](=[O:16])[C:7](=[O:17])[C:6]=2[CH:5]=[CH:4][CH:3]=1.C([O-])([O-])=O.[Na+].[Na+].[C:24]([CH2:28][CH2:29][C:30](Cl)=[O:31])([O:26][CH3:27])=[O:25], predict the reaction product. The product is: [CH3:27][O:26][C:24](=[O:25])[CH2:28][CH2:29][C:30]([NH:1][C:2]1[C:15]2[C:14]3[C:9](=[CH:10][CH:11]=[CH:12][CH:13]=3)[C:8](=[O:16])[C:7](=[O:17])[C:6]=2[CH:5]=[CH:4][CH:3]=1)=[O:31].